This data is from Reaction yield outcomes from USPTO patents with 853,638 reactions. The task is: Predict the reaction yield, written as a fraction of the theoretical maximum amount of product (1.0 means a 100% yield; for example, 0.34 means a 34% yield). (1) The reactants are [Br:1][C:2]1[CH:3]=[C:4]([NH:10][C:11]2[N:16]=[CH:15][C:14]([N:17]3[CH2:22][CH2:21][N:20](C(OC(C)(C)C)=O)[CH2:19][C@H:18]3[CH3:30])=[CH:13][CH:12]=2)[C:5](=[O:9])[N:6]([CH3:8])[CH:7]=1.Cl.O1CCOCC1. The catalyst is CO. The product is [Br:1][C:2]1[CH:3]=[C:4]([NH:10][C:11]2[CH:12]=[CH:13][C:14]([N:17]3[CH2:22][CH2:21][NH:20][CH2:19][C@H:18]3[CH3:30])=[CH:15][N:16]=2)[C:5](=[O:9])[N:6]([CH3:8])[CH:7]=1. The yield is 0.950. (2) The reactants are [CH3:1][C:2]1[C:7]([CH3:8])=[CH:6][C:5]([CH3:9])=[CH:4][C:3]=1[OH:10].[CH2:11]([O:13][C:14](=[O:17])[CH2:15]Br)[CH3:12]. No catalyst specified. The product is [CH3:1][C:2]1[C:7]([CH3:8])=[CH:6][C:5]([CH3:9])=[CH:4][C:3]=1[O:10][CH2:15][C:14]([O:13][CH2:11][CH3:12])=[O:17]. The yield is 1.00. (3) The reactants are [CH2:1]1[C:6]2=[C:7]([C:10]([OH:12])=O)[CH:8]=[CH:9][N:5]2[CH2:4][CH2:3][O:2]1.ON1C2C=CC=CC=2N=N1.Cl.C(N=C=NCCCN(C)C)C.[C:35]1([C@H:41]([NH2:44])[CH2:42][CH3:43])[CH:40]=[CH:39][CH:38]=[CH:37][CH:36]=1. The catalyst is CN(C)C=O.O. The product is [C:35]1([C@H:41]([NH:44][C:10]([C:7]2[CH:8]=[CH:9][N:5]3[CH2:4][CH2:3][O:2][CH2:1][C:6]=23)=[O:12])[CH2:42][CH3:43])[CH:40]=[CH:39][CH:38]=[CH:37][CH:36]=1. The yield is 0.590. (4) The reactants are [Cl:1][C:2]1[CH:7]=[CH:6][C:5]([O:8][C:9]2[CH:14]=[CH:13][C:12]([CH2:15][CH2:16][O:17][C:18]3[NH:19][CH:20]=[C:21]([CH2:25][CH3:26])[C:22](=[O:24])[N:23]=3)=[CH:11][CH:10]=2)=[CH:4][C:3]=1[C:27]([F:30])([F:29])[F:28].[CH3:31]CN(C(C)C)C(C)C.CI. The catalyst is C(Cl)Cl. The product is [Cl:1][C:2]1[CH:7]=[CH:6][C:5]([O:8][C:9]2[CH:10]=[CH:11][C:12]([CH2:15][CH2:16][O:17][C:18]3[N:19]([CH3:31])[CH:20]=[C:21]([CH2:25][CH3:26])[C:22](=[O:24])[N:23]=3)=[CH:13][CH:14]=2)=[CH:4][C:3]=1[C:27]([F:28])([F:30])[F:29]. The yield is 0.299. (5) The reactants are [C:1]1([C:9]([CH2:11][C:12]2[CH:19]=[CH:18][C:15]([O:16]C)=[CH:14][CH:13]=2)=[O:10])[CH:8]=[CH:7][C:4]([O:5]C)=[CH:3][CH:2]=1.Cl.N1C=CC=CC=1. The catalyst is O. The product is [OH:5][C:4]1[CH:7]=[CH:8][C:1]([C:9]([CH2:11][C:12]2[CH:13]=[CH:14][C:15]([OH:16])=[CH:18][CH:19]=2)=[O:10])=[CH:2][CH:3]=1. The yield is 0.850. (6) The reactants are [F:1][C:2]1[CH:31]=[C:30]([F:32])[CH:29]=[CH:28][C:3]=1[O:4][C:5]1[CH:10]=[CH:9][C:8]([NH:11][S:12]([CH2:15][CH3:16])(=[O:14])=[O:13])=[CH:7][C:6]=1[C:17]1[C:18]2[CH:27]=[CH:26][NH:25][C:19]=2[C:20](=[O:24])[N:21]([CH3:23])[CH:22]=1.[CH3:33][N:34]([CH3:38])[CH2:35][CH2:36]O.C1(P(C2C=CC=CC=2)C2C=CC=CC=2)C=CC=CC=1.N(/C(OC(C)(C)C)=O)=N\C(OC(C)(C)C)=O. The product is [F:1][C:2]1[CH:31]=[C:30]([F:32])[CH:29]=[CH:28][C:3]=1[O:4][C:5]1[CH:10]=[CH:9][C:8]([N:11]([CH2:36][CH2:35][N:34]([CH3:38])[CH3:33])[S:12]([CH2:15][CH3:16])(=[O:14])=[O:13])=[CH:7][C:6]=1[C:17]1[C:18]2[CH:27]=[CH:26][NH:25][C:19]=2[C:20](=[O:24])[N:21]([CH3:23])[CH:22]=1. The catalyst is O1CCCC1. The yield is 0.318. (7) The reactants are Cl.Cl.[F:3][C:4]1[CH:31]=[C:30]([NH:32][C:33]([NH:35][C:36](=[O:44])[CH2:37][C:38]2[CH:43]=[CH:42][CH:41]=[CH:40][CH:39]=2)=[S:34])[CH:29]=[CH:28][C:5]=1[O:6][C:7]1[C:16]2[C:11](=[CH:12][C:13]([O:26][CH3:27])=[C:14]([C:17]([NH:19][CH:20]3[CH2:25][CH2:24][NH:23][CH2:22][CH2:21]3)=[O:18])[CH:15]=2)[N:10]=[CH:9][CH:8]=1.C(N(CC)CC)C.[CH2:52]([N:54]=[C:55]=[O:56])[CH3:53]. The catalyst is O1CCCC1. The product is [CH2:52]([NH:54][C:55]([N:23]1[CH2:22][CH2:21][CH:20]([NH:19][C:17]([C:14]2[CH:15]=[C:16]3[C:11](=[CH:12][C:13]=2[O:26][CH3:27])[N:10]=[CH:9][CH:8]=[C:7]3[O:6][C:5]2[CH:28]=[CH:29][C:30]([NH:32][C:33]([NH:35][C:36](=[O:44])[CH2:37][C:38]3[CH:43]=[CH:42][CH:41]=[CH:40][CH:39]=3)=[S:34])=[CH:31][C:4]=2[F:3])=[O:18])[CH2:25][CH2:24]1)=[O:56])[CH3:53]. The yield is 0.810. (8) The reactants are [NH2:1][CH2:2][C:3]1[CH:8]=[CH:7][C:6]([NH:9][C:10](=[O:18])[C:11]2[CH:16]=[CH:15][C:14]([F:17])=[CH:13][CH:12]=2)=[CH:5][CH:4]=1.C(N(CC)CC)C.[CH3:26][C:27]1[CH:36]=[C:35]2[C:30]([C:31](Cl)=[N:32][C:33]([Cl:37])=[N:34]2)=[CH:29][CH:28]=1.O. The catalyst is C1COCC1.C(Cl)(Cl)Cl. The product is [Cl:37][C:33]1[N:32]=[C:31]([NH:1][CH2:2][C:3]2[CH:4]=[CH:5][C:6]([NH:9][C:10](=[O:18])[C:11]3[CH:16]=[CH:15][C:14]([F:17])=[CH:13][CH:12]=3)=[CH:7][CH:8]=2)[C:30]2[C:35](=[CH:36][C:27]([CH3:26])=[CH:28][CH:29]=2)[N:34]=1. The yield is 0.730. (9) The reactants are [I:1][C:2]1[CH:7]=[CH:6][CH:5]=[CH:4][C:3]=1[OH:8].F[C:10]1[CH:15]=[CH:14][CH:13]=[CH:12][C:11]=1[N+:16]([O-:18])=[O:17].C([O-])([O-])=O.[K+].[K+].[F-].[Cs+]. The catalyst is CS(C)=O. The product is [I:1][C:2]1[CH:7]=[CH:6][CH:5]=[CH:4][C:3]=1[O:8][C:10]1[CH:15]=[CH:14][CH:13]=[CH:12][C:11]=1[N+:16]([O-:18])=[O:17]. The yield is 0.930. (10) The reactants are [C:1]1(=[O:15])[C:5]2[C:6]3[C:11]([CH:12]=[CH:13][C:4]=2[C:3](=[O:14])O1)=[CH:10][CH:9]=[CH:8][CH:7]=3.[NH2:16][CH:17]([C:21]1[CH:26]=[CH:25][C:24]([O:27][CH3:28])=[C:23]([O:29][CH2:30][CH3:31])[CH:22]=1)[CH2:18][C:19]#[N:20]. The catalyst is C(O)(=O)C. The product is [O:15]=[C:1]1[C:5]2[C:6]3[CH:7]=[CH:8][CH:9]=[CH:10][C:11]=3[CH:12]=[CH:13][C:4]=2[C:3](=[O:14])[N:16]1[CH:17]([C:21]1[CH:26]=[CH:25][C:24]([O:27][CH3:28])=[C:23]([O:29][CH2:30][CH3:31])[CH:22]=1)[CH2:18][C:19]#[N:20]. The yield is 0.480.